From a dataset of Full USPTO retrosynthesis dataset with 1.9M reactions from patents (1976-2016). Predict the reactants needed to synthesize the given product. (1) Given the product [CH2:27]=[CH:26][C:7]1[CH:8]=[CH:9][CH:10]=[CH:11][CH:6]=1.[CH2:103]=[CH:104][C:105](=[CH2:106])[CH3:110].[CH2:101]=[CH:100][C:99]1[CH:94]=[CH:95][CH:96]=[CH:97][CH:98]=1, predict the reactants needed to synthesize it. The reactants are: C(O[C:6]1[C:11](C[C:11]2[CH:10]=[C:9](C)[CH:8]=[C:7]([C:26](C)(C)[CH3:27])[C:6]=2O)=[CH:10][C:9](C)=[CH:8][C:7]=1[C:26](C)(C)[CH3:27])(=O)C=C.[CH2:96]([CH2:95][CH2:94]C(OCC(COC(=S)CCCCCC[CH2:94][CH2:95][CH2:96][CH2:97][CH2:98][CH2:99][CH2:100][CH3:101])(CO[C:94](=S)[CH2:95][CH2:96][CH2:97][CH2:98][CH2:99][CH2:100][CH2:101]CCCCCCC)CO[C:94](=S)[CH2:95][CH2:96][CH2:97][CH2:98][CH2:99][CH2:100][CH2:101]CCCCCCC)=S)[CH2:97][CH2:98][CH2:99][CH2:100][CH2:101]CCCCCC.[CH2:103]=[CH:104][C:105]1[CH:110]=CC=C[CH:106]=1.C=CC(=C)C. (2) The reactants are: Br[C:2]1[CH:3]=[C:4]2[C:9](=[CH:10][CH:11]=1)[N:8]=[C:7]([C:12]([F:15])([F:14])[F:13])[C:6]([C:16]1[CH:21]=[CH:20][CH:19]=[CH:18][CH:17]=1)=[C:5]2[C:22]([F:25])([F:24])[F:23].[Li]CCCC.[C:31]1([C:37]([C:39]2[CH:40]=[N:41][CH:42]=[CH:43][CH:44]=2)=[O:38])[CH:36]=[CH:35][CH:34]=[CH:33][CH:32]=1. Given the product [C:31]1([C:37]([C:2]2[CH:3]=[C:4]3[C:9](=[CH:10][CH:11]=2)[N:8]=[C:7]([C:12]([F:14])([F:13])[F:15])[C:6]([C:16]2[CH:17]=[CH:18][CH:19]=[CH:20][CH:21]=2)=[C:5]3[C:22]([F:23])([F:24])[F:25])([C:39]2[CH:40]=[N:41][CH:42]=[CH:43][CH:44]=2)[OH:38])[CH:32]=[CH:33][CH:34]=[CH:35][CH:36]=1, predict the reactants needed to synthesize it. (3) Given the product [CH3:1][C@@:2]12[CH2:3][CH2:4][C@@H:5]3[C@H:6]([CH2:12][CH2:13][C:14]4[C@@:15]3([CH3:25])[CH2:16][CH2:17][C:18](=[O:20])[CH:19]=4)[C@H:7]1[CH2:8][CH2:9][C:10]2=[O:11], predict the reactants needed to synthesize it. The reactants are: [CH3:1][C@@:2]12[C:10](=[O:11])[CH2:9][CH2:8][C@H:7]1[C@@H:6]1[CH2:12][CH:13]=[C:14]3[CH2:19][C@@H:18]([O:20]S(O)(=O)=O)[CH2:17][CH2:16][C@:15]3([CH3:25])[C@H:5]1[CH2:4][CH2:3]2.CC(C1C2(C)CCC3C4(C)CCC(OS(O)(=O)=O)CC4=CCC3C2CC1)=O.S(O)(O)(=O)=O.O[C@@H]1CC[C@@]2(C)[C@H](CC[C@@H]3[C@@H]2CC[C@@]2(C)[C@H]3CC[C@@H]2C(=O)C)C1. (4) The reactants are: [NH2:1][C:2]1[CH:3]=[CH:4][C:5]2[C:9]([CH3:10])=[C:8]([C:11]([O:13][CH2:14][CH3:15])=[O:12])[S:7][C:6]=2[CH:16]=1.[CH3:17][S:18](Cl)(=[O:20])=[O:19]. Given the product [CH3:10][C:9]1[C:5]2[CH:4]=[CH:3][C:2]([NH:1][S:18]([CH3:17])(=[O:20])=[O:19])=[CH:16][C:6]=2[S:7][C:8]=1[C:11]([O:13][CH2:14][CH3:15])=[O:12], predict the reactants needed to synthesize it.